Dataset: Forward reaction prediction with 1.9M reactions from USPTO patents (1976-2016). Task: Predict the product of the given reaction. (1) Given the reactants [CH:1](=[O:6])[CH2:2][CH2:3][CH2:4][CH3:5].[OH-].[K+].[C:9]1(=[O:14])[CH2:13][CH2:12][CH2:11][CH2:10]1, predict the reaction product. The product is: [OH:6][CH:1]([CH:10]1[CH2:11][CH2:12][CH2:13][C:9]1=[O:14])[CH2:2][CH2:3][CH2:4][CH3:5]. (2) Given the reactants [Si:1]([O:18][C@@H:19]1[CH2:35][C@H:34]2[C@@:22]([CH3:45])([C@@H:23]3[C@@H:31]([C@@H:32]([OH:37])[C@@H:33]2[OH:36])[C@H:30]2[C@@:26]([CH3:44])([C@@:27]([C:39]4[O:40][CH:41]=[CH:42][CH:43]=4)([OH:38])[CH2:28][CH2:29]2)[CH2:25][CH2:24]3)[CH2:21][CH2:20]1)([C:14]([CH3:17])([CH3:16])[CH3:15])([C:8]1[CH:13]=[CH:12][CH:11]=[CH:10][CH:9]=1)[C:2]1[CH:7]=[CH:6][CH:5]=[CH:4][CH:3]=1.[BH4-].[Na+].CC(C)=O, predict the reaction product. The product is: [Si:1]([O:18][C@H:19]1[CH2:20][CH2:21][C@@:22]([C@H:23]2[CH2:24][CH2:25][C@@:26]3([CH3:44])[C@@H:30]([CH2:29][CH2:28][C@:27]3([C:39]3[O:40][CH:41]=[CH:42][CH:43]=3)[OH:38])[C@@H:31]2[CH2:32][OH:37])([CH3:45])[C@@H:34]([CH2:33][OH:36])[CH2:35]1)([C:14]([CH3:15])([CH3:16])[CH3:17])([C:8]1[CH:13]=[CH:12][CH:11]=[CH:10][CH:9]=1)[C:2]1[CH:7]=[CH:6][CH:5]=[CH:4][CH:3]=1. (3) Given the reactants Cl.FC1C=C2C(=C(F)C=1[C:13]1[N:18]=[C:17]([C:19]([NH:21]C3C=NC=CC=3[C@@H]3C[C@H](C)C[C@H](NC(=O)OC(C)(C)C)C3)=[O:20])[CH:16]=[CH:15][C:14]=1[F:43])OCCC2(O)C, predict the reaction product. The product is: [F:43][C:14]1[CH:15]=[CH:16][C:17]([C:19]([NH2:21])=[O:20])=[N:18][CH:13]=1. (4) Given the reactants [C:1]1([C:20]2[CH:25]=[CH:24][CH:23]=[CH:22][CH:21]=2)[CH:6]=[CH:5][C:4]([C:7]2[C:16]3[C:11](=[CH:12][C:13]([O:17][CH3:18])=[CH:14][CH:15]=3)[C:10](=O)[NH:9][N:8]=2)=[CH:3][CH:2]=1.P(Cl)(Cl)([Cl:28])=O, predict the reaction product. The product is: [C:1]1([C:20]2[CH:25]=[CH:24][CH:23]=[CH:22][CH:21]=2)[CH:6]=[CH:5][C:4]([C:7]2[C:16]3[C:11](=[CH:12][C:13]([O:17][CH3:18])=[CH:14][CH:15]=3)[C:10]([Cl:28])=[N:9][N:8]=2)=[CH:3][CH:2]=1. (5) Given the reactants [CH3:1][O:2][C:3]1[CH:4]=[C:5]([C:9]2(C#N)[CH2:14][CH2:13][N:12]([C:15]3[N:20]=[CH:19][CH:18]=[CH:17][N:16]=3)[CH2:11][CH2:10]2)[CH:6]=[CH:7][CH:8]=1.Cl.I[CH3:25].[C:26](=[O:29])([O-])[O-:27].[K+].[K+], predict the reaction product. The product is: [CH3:1][O:2][C:3]1[CH:4]=[C:5]([C:9]2([C:26]([O:27][CH3:25])=[O:29])[CH2:10][CH2:11][N:12]([C:15]3[N:16]=[CH:17][CH:18]=[CH:19][N:20]=3)[CH2:13][CH2:14]2)[CH:6]=[CH:7][CH:8]=1.